This data is from Reaction yield outcomes from USPTO patents with 853,638 reactions. The task is: Predict the reaction yield, written as a fraction of the theoretical maximum amount of product (1.0 means a 100% yield; for example, 0.34 means a 34% yield). (1) The reactants are [CH3:1][C:2]1[C:6]2[C:7](=[O:18])[N:8]([CH2:11][CH2:12][N:13]3[CH2:17][CH2:16][CH2:15][CH2:14]3)[CH2:9][CH2:10][C:5]=2[NH:4][C:3]=1[CH:19]=O.[F:21][C:22]1[CH:23]=[C:24]2[C:28](=[CH:29][CH:30]=1)[NH:27][C:26](=[O:31])[CH2:25]2.N1CCCCC1. The catalyst is C(O)C. The product is [F:21][C:22]1[CH:23]=[C:24]2[C:28](=[CH:29][CH:30]=1)[NH:27][C:26](=[O:31])[C:25]2=[CH:19][C:3]1[NH:4][C:5]2[CH2:10][CH2:9][N:8]([CH2:11][CH2:12][N:13]3[CH2:14][CH2:15][CH2:16][CH2:17]3)[C:7](=[O:18])[C:6]=2[C:2]=1[CH3:1]. The yield is 0.0740. (2) The yield is 0.750. The catalyst is CO.[Cl-].[Zn+2].[Cl-]. The product is [Cl:1][C:2]1[CH:3]=[C:4]([NH:10][C:11]2[CH:16]=[CH:15][C:14]([N:17]3[CH2:22][CH2:21][N:20]([CH:26]4[CH2:27][O:24][CH2:25]4)[CH2:19][C@@H:18]3[CH3:23])=[CH:13][N:12]=2)[C:5](=[O:9])[N:6]([CH3:8])[N:7]=1. The reactants are [Cl:1][C:2]1[CH:3]=[C:4]([NH:10][C:11]2[CH:16]=[CH:15][C:14]([N:17]3[CH2:22][CH2:21][NH:20][CH2:19][C@@H:18]3[CH3:23])=[CH:13][N:12]=2)[C:5](=[O:9])[N:6]([CH3:8])[N:7]=1.[O:24]1[CH2:27][C:26](=O)[CH2:25]1.[BH3-]C#N.[Na+].O. (3) The reactants are [NH2:1][C:2]1[C:10]([N+:11]([O-:13])=[O:12])=[C:9]([CH3:14])[C:8]([N+:15]([O-:17])=[O:16])=[CH:7][C:3]=1[C:4]([NH2:6])=O.P(Cl)(Cl)(Cl)=O.O. The product is [NH2:1][C:2]1[C:10]([N+:11]([O-:13])=[O:12])=[C:9]([CH3:14])[C:8]([N+:15]([O-:17])=[O:16])=[CH:7][C:3]=1[C:4]#[N:6]. The catalyst is C(#N)C. The yield is 0.835. (4) The reactants are NC1C=CC(C2C=NN(CCCO)C=2)=CC=1C(N(CC)CC)=O.[F:24][C:25]([F:73])([CH2:71][OH:72])[CH2:26][N:27]1[CH:31]=[C:30]([C:32]2[N:37]=[C:36]([C:38](=[O:41])[NH:39][CH3:40])[C:35]([NH:42][C:43]3[C:48]([C:49]([F:52])([F:51])[F:50])=[CH:47][N:46]=[C:45]([NH:53][C:54]4[CH:68]=[CH:67][C:57]([CH2:58][P:59](=[O:66])([O:63]CC)[O:60][CH2:61][CH3:62])=[CH:56][C:55]=4[O:69][CH3:70])[N:44]=3)=[CH:34][CH:33]=2)[CH:29]=[N:28]1. No catalyst specified. The product is [F:73][C:25]([F:24])([CH2:71][OH:72])[CH2:26][N:27]1[CH:31]=[C:30]([C:32]2[N:37]=[C:36]([C:38](=[O:41])[NH:39][CH3:40])[C:35]([NH:42][C:43]3[C:48]([C:49]([F:52])([F:51])[F:50])=[CH:47][N:46]=[C:45]([NH:53][C:54]4[CH:68]=[CH:67][C:57]([CH2:58][P:59](=[O:63])([OH:66])[O:60][CH2:61][CH3:62])=[CH:56][C:55]=4[O:69][CH3:70])[N:44]=3)=[CH:34][CH:33]=2)[CH:29]=[N:28]1. The yield is 0.930. (5) The reactants are [F:1][C:2]1[C:7]([CH2:8][OH:9])=[CH:6][CH:5]=[C:4]([NH:10][CH2:11][C:12]2[CH:13]=[N:14][C:15]([C:18]([F:21])([F:20])[F:19])=[CH:16][CH:17]=2)[N:3]=1.CC(OI1(OC(C)=O)(OC(C)=O)OC(=O)C2C=CC=CC1=2)=O.S([O-])([O-])(=O)=S.[Na+].[Na+].C(=O)([O-])[O-].[K+].[K+]. The catalyst is ClCCl. The product is [F:1][C:2]1[C:7]([CH:8]=[O:9])=[CH:6][CH:5]=[C:4]([NH:10][CH2:11][C:12]2[CH:13]=[N:14][C:15]([C:18]([F:21])([F:19])[F:20])=[CH:16][CH:17]=2)[N:3]=1. The yield is 0.235. (6) The reactants are COC1C=CC(C([O:22][CH2:23][C@H:24]2[O:28][C@@H:27]([N:29]3[CH:50]=[CH:49][C:33]([NH:34][C:35](=[O:48])[CH2:36][O:37][C:38]4[CH:43]=[CH:42][C:41]([C:44]([CH3:47])([CH3:46])[CH3:45])=[CH:40][CH:39]=4)=[N:32][C:30]3=[O:31])[CH2:26][C@@H:25]2[O:51][C:52]([O:54][C:55]2[CH:60]=[CH:59][C:58]([N+:61]([O-:63])=[O:62])=[CH:57][CH:56]=2)=[O:53])(C2C=CC=CC=2)C2C=CC(OC)=CC=2)=CC=1.C1(C)C=CC(S(O)(=O)=O)=CC=1. The catalyst is ClCCl.ClCCl.CO. The product is [C:44]([C:41]1[CH:40]=[CH:39][C:38]([O:37][CH2:36][C:35]([NH:34][C:33]2[CH:49]=[CH:50][N:29]([C@@H:27]3[O:28][C@H:24]([CH2:23][OH:22])[C@@H:25]([O:51][C:52]([O:54][C:55]4[CH:60]=[CH:59][C:58]([N+:61]([O-:63])=[O:62])=[CH:57][CH:56]=4)=[O:53])[CH2:26]3)[C:30](=[O:31])[N:32]=2)=[O:48])=[CH:43][CH:42]=1)([CH3:47])([CH3:45])[CH3:46]. The yield is 0.720. (7) The reactants are [CH:1]1([NH2:7])[CH2:6][CH2:5][CH2:4][CH2:3][CH2:2]1.[C:8]([O:12][C:13](=[O:28])[CH2:14][C@@H:15]([CH2:19][CH2:20][CH2:21][C:22]1[CH:27]=[CH:26][CH:25]=[CH:24][CH:23]=1)[C:16]([OH:18])=[O:17])([CH3:11])([CH3:10])[CH3:9].C(OCC)(=O)C.C(O)(=O)CC(CC(O)=O)(C(O)=O)O.C1(N)CCCCC1. The catalyst is CO. The product is [CH:1]1([NH2:7])[CH2:6][CH2:5][CH2:4][CH2:3][CH2:2]1.[C:8]([O:12][C:13](=[O:28])[CH2:14][C@@H:15]([CH2:19][CH2:20][CH2:21][CH:22]1[CH2:23][CH2:24][CH2:25][CH2:26][CH2:27]1)[C:16]([OH:18])=[O:17])([CH3:11])([CH3:9])[CH3:10]. The yield is 0.710. (8) The reactants are [CH3:1][C:2]1[CH:6]=[C:5]([C:7]2([C:10]([O:12][CH2:13][CH3:14])=[O:11])[CH2:9][CH2:8]2)[O:4][N:3]=1.[Br:15]N1C(=O)CCC1=O.O. The catalyst is CN(C=O)C. The product is [Br:15][C:6]1[C:2]([CH3:1])=[N:3][O:4][C:5]=1[C:7]1([C:10]([O:12][CH2:13][CH3:14])=[O:11])[CH2:8][CH2:9]1. The yield is 0.940. (9) The reactants are [F:1][C:2]1[C:10]([O:11]C)=[CH:9][CH:8]=[C:7]2[C:3]=1[CH:4]=[C:5]([CH3:13])[NH:6]2.B(Br)(Br)Br. The catalyst is C(Cl)Cl. The product is [F:1][C:2]1[C:10]([OH:11])=[CH:9][CH:8]=[C:7]2[C:3]=1[CH:4]=[C:5]([CH3:13])[NH:6]2. The yield is 0.700. (10) The reactants are [OH:1][C@@H:2]([CH2:6]/[CH:7]=[C:8](/[CH3:12])\[CH2:9][CH:10]=[CH2:11])[C:3](=[O:5])[CH3:4].[C:13]([Si:17]([CH3:45])([CH3:44])[O:18][C@H:19]([C:24]([CH3:43])([CH3:42])[C:25](=[O:41])[C@H:26]([CH3:40])[C@@H:27]([O:32][Si:33]([C:36]([CH3:39])([CH3:38])[CH3:37])([CH3:35])[CH3:34])[C@@H:28]([CH3:31])[CH:29]=[CH2:30])[CH2:20][C:21](O)=[O:22])([CH3:16])([CH3:15])[CH3:14]. The catalyst is ClCCl.CN(C)C1C=CN=CC=1. The product is [C:3]([C@@H:2]([O:1][C:21](=[O:22])[CH2:20][C@H:19]([O:18][Si:17]([C:13]([CH3:14])([CH3:16])[CH3:15])([CH3:45])[CH3:44])[C:24]([CH3:43])([CH3:42])[C:25](=[O:41])[C@H:26]([CH3:40])[C@@H:27]([O:32][Si:33]([C:36]([CH3:37])([CH3:38])[CH3:39])([CH3:35])[CH3:34])[C@@H:28]([CH3:31])[CH:29]=[CH2:30])[CH2:6]/[CH:7]=[C:8](/[CH3:12])\[CH2:9][CH:10]=[CH2:11])(=[O:5])[CH3:4]. The yield is 0.930.